Dataset: Forward reaction prediction with 1.9M reactions from USPTO patents (1976-2016). Task: Predict the product of the given reaction. Given the reactants Br[C:2]1[N:7]=[CH:6][C:5]([CH:8]=[O:9])=[C:4]([CH3:10])[CH:3]=1.[CH3:11][O:12][C:13](=[O:21])[C:14]1[CH:19]=[CH:18][C:17]([OH:20])=[CH:16][CH:15]=1.C([O-])([O-])=O.[K+].[K+], predict the reaction product. The product is: [CH3:11][O:12][C:13](=[O:21])[C:14]1[CH:19]=[CH:18][C:17]([O:20][C:2]2[CH:3]=[C:4]([CH3:10])[C:5]([CH:8]=[O:9])=[CH:6][N:7]=2)=[CH:16][CH:15]=1.